From a dataset of Forward reaction prediction with 1.9M reactions from USPTO patents (1976-2016). Predict the product of the given reaction. The product is: [C:40]([O:44][C:45]([NH:47][CH2:48][C:49]1[CH:54]=[C:53]([F:55])[CH:52]=[CH:51][C:50]=1[C:2]1[NH:3][C:4]2[C:9]([C:10]=1[CH:11]1[CH2:16][CH2:15][CH2:14][CH2:13][CH2:12]1)=[CH:8][CH:7]=[C:6]([C:17]([O:19][CH3:20])=[O:18])[CH:5]=2)=[O:46])([CH3:43])([CH3:41])[CH3:42]. Given the reactants Br[C:2]1[NH:3][C:4]2[C:9]([C:10]=1[CH:11]1[CH2:16][CH2:15][CH2:14][CH2:13][CH2:12]1)=[CH:8][CH:7]=[C:6]([C:17]([O:19][CH3:20])=[O:18])[CH:5]=2.N1C2C(=CC=C(C(OC)=O)C=2)C=C1.C([O-])([O-])=O.[Na+].[Na+].[C:40]([O:44][C:45]([NH:47][CH2:48][C:49]1[CH:54]=[C:53]([F:55])[CH:52]=[CH:51][C:50]=1B(O)O)=[O:46])([CH3:43])([CH3:42])[CH3:41], predict the reaction product.